This data is from Full USPTO retrosynthesis dataset with 1.9M reactions from patents (1976-2016). The task is: Predict the reactants needed to synthesize the given product. (1) Given the product [F:47][C:2]([F:1])([F:46])[O:3][C:4]1[CH:45]=[CH:44][C:7]([CH2:8][NH:9][C:10]([C@H:12]2[CH2:17][N:16]([C:18]3[S:19][C:20]4[CH:25]=[N:24][C:23]([C:27]([F:30])([F:29])[F:28])=[N:22][C:21]=4[N:31]=3)[CH2:15][CH2:14][N:13]2[S:32]([C:35]2[CH:40]=[CH:39][C:38]([CH:41]3[CH2:43][CH2:42]3)=[CH:37][CH:36]=2)(=[O:34])=[O:33])=[O:11])=[CH:6][CH:5]=1, predict the reactants needed to synthesize it. The reactants are: [F:1][C:2]([F:47])([F:46])[O:3][C:4]1[CH:45]=[CH:44][C:7]([CH2:8][NH:9][C:10]([C@H:12]2[CH2:17][N:16]([C:18]3[S:19][C:20]4[C:25](Cl)=[N:24][C:23]([C:27]([F:30])([F:29])[F:28])=[N:22][C:21]=4[N:31]=3)[CH2:15][CH2:14][N:13]2[S:32]([C:35]2[CH:40]=[CH:39][C:38]([CH:41]3[CH2:43][CH2:42]3)=[CH:37][CH:36]=2)(=[O:34])=[O:33])=[O:11])=[CH:6][CH:5]=1.C([O-])=O.[NH4+]. (2) Given the product [CH3:1][C:2]1[S:3][C:4]2[CH:9]=[CH:8][N+:7]([O-:16])=[CH:6][C:5]=2[N:10]=1, predict the reactants needed to synthesize it. The reactants are: [CH3:1][C:2]1[S:3][C:4]2[CH:9]=[CH:8][N:7]=[CH:6][C:5]=2[N:10]=1.ClC1C=C(C=CC=1)C(OO)=[O:16]. (3) The reactants are: Cl[C:2]1[CH:7]=[C:6]([CH:8]2[CH2:10][CH2:9]2)[N:5]=[CH:4][N:3]=1.O.[NH2:12][NH2:13].C(OCCO)C. Given the product [CH:8]1([C:6]2[CH:7]=[C:2]([NH:12][NH2:13])[N:3]=[CH:4][N:5]=2)[CH2:10][CH2:9]1, predict the reactants needed to synthesize it. (4) The reactants are: [Br:1][C:2]1[CH:7]=[C:6](B(O)O)[C:5]([F:11])=[CH:4][N:3]=1.[F:12][C:13]1[CH:18]=[CH:17][C:16]([F:19])=[CH:15][C:14]=1[CH:20]=[CH2:21].C(=O)([O-])[O-].[Na+].[Na+]. Given the product [Br:1][C:2]1[CH:7]=[C:6](/[CH:21]=[CH:20]/[C:14]2[CH:15]=[C:16]([F:19])[CH:17]=[CH:18][C:13]=2[F:12])[C:5]([F:11])=[CH:4][N:3]=1, predict the reactants needed to synthesize it. (5) Given the product [Br:23][CH2:24][CH2:25][CH2:26][CH2:27][CH2:28][O:1][C:2]1[C:3](=[O:16])[CH:4]=[C:5]([CH2:8][O:9][CH:10]2[CH2:15][CH2:14][CH2:13][CH2:12][O:11]2)[O:6][CH:7]=1, predict the reactants needed to synthesize it. The reactants are: [OH:1][C:2]1[C:3](=[O:16])[CH:4]=[C:5]([CH2:8][O:9][CH:10]2[CH2:15][CH2:14][CH2:13][CH2:12][O:11]2)[O:6][CH:7]=1.C([O-])([O-])=O.[Cs+].[Cs+].[Br:23][CH2:24][CH2:25][CH2:26][CH2:27][CH2:28]Br.